From a dataset of Catalyst prediction with 721,799 reactions and 888 catalyst types from USPTO. Predict which catalyst facilitates the given reaction. Reactant: [NH2:1][C:2]([NH2:4])=[O:3].N[C:6]1[CH:7]=[C:8]([CH3:13])[CH:9]=[CH:10][C:11]=1N. Product: [CH3:13][C:8]1[CH:7]=[CH:6][C:11]2=[N:1][C:2](=[O:3])[N:4]=[C:10]2[CH:9]=1. The catalyst class is: 709.